This data is from Reaction yield outcomes from USPTO patents with 853,638 reactions. The task is: Predict the reaction yield, written as a fraction of the theoretical maximum amount of product (1.0 means a 100% yield; for example, 0.34 means a 34% yield). (1) The reactants are Br[C:2]1[N:6]2[CH2:7][CH2:8][N:9]([C:11]([O:13][C:14]([CH3:17])([CH3:16])[CH3:15])=[O:12])[CH2:10][C:5]2=[C:4]([C:18]([OH:20])=[O:19])[N:3]=1.CON(C)[C:24](=[O:31])[C:25]1[CH:30]=[CH:29][CH:28]=[CH:27][CH:26]=1.C([Li])(C)(C)C. The catalyst is C1COCC1. The product is [C:24]([C:2]1[N:6]2[CH2:7][CH2:8][N:9]([C:11]([O:13][C:14]([CH3:17])([CH3:16])[CH3:15])=[O:12])[CH2:10][C:5]2=[C:4]([C:18]([OH:20])=[O:19])[N:3]=1)(=[O:31])[C:25]1[CH:30]=[CH:29][CH:28]=[CH:27][CH:26]=1. The yield is 0.450. (2) The reactants are [C:1]([C:5]1[CH:6]=[C:7]([NH:13]C(=O)OC(C)(C)C)[CH:8]=[C:9]([C:11]#[N:12])[CH:10]=1)([CH3:4])([CH3:3])[CH3:2]. The catalyst is Cl.O1CCOCC1. The product is [NH2:13][C:7]1[CH:8]=[C:9]([CH:10]=[C:5]([C:1]([CH3:4])([CH3:3])[CH3:2])[CH:6]=1)[C:11]#[N:12]. The yield is 0.930. (3) The reactants are [O:1]1[CH:5]=[CH:4][CH:3]=[C:2]1[CH:6]=O.[C:8]([OH:13])(=[O:12])[C:9]([CH3:11])=[O:10].[OH-].[Na+].OS(O)(=O)=O. The catalyst is O. The product is [O:1]1[CH:5]=[CH:4][CH:3]=[C:2]1/[CH:6]=[CH:11]/[C:9](=[O:10])[C:8]([OH:13])=[O:12]. The yield is 0.550. (4) The catalyst is C(N(CC)CC)C. The product is [CH2:1]([CH:3]([CH2:14][CH3:15])[CH2:4][C:5]1([C:11]([Cl:27])=[O:12])[CH2:10][CH2:9][CH2:8][CH2:7][CH2:6]1)[CH3:2]. The yield is 0.929. The reactants are [CH2:1]([CH:3]([CH2:14][CH3:15])[CH2:4][C:5]1([C:11](O)=[O:12])[CH2:10][CH2:9][CH2:8][CH2:7][CH2:6]1)[CH3:2].C1(C(O)=O)CCCCC1.S(Cl)([Cl:27])=O.C(C(CC)CC1(C(OC(C2(CC(CC)CC)CCCCC2)=O)=O)CCCCC1)C. (5) The reactants are [C:1]([O:5][C:6]([N:8]1[CH2:12][CH:11]=[C:10]([C:13]2[S:14][CH:15]=[CH:16][CH:17]=2)[CH2:9]1)=[O:7])([CH3:4])([CH3:3])[CH3:2]. The catalyst is CO.[Pd]. The product is [C:1]([O:5][C:6]([N:8]1[CH2:12][CH2:11][CH:10]([C:13]2[S:14][CH:15]=[CH:16][CH:17]=2)[CH2:9]1)=[O:7])([CH3:4])([CH3:2])[CH3:3]. The yield is 0.930.